From a dataset of Experimentally validated miRNA-target interactions with 360,000+ pairs, plus equal number of negative samples. Binary Classification. Given a miRNA mature sequence and a target amino acid sequence, predict their likelihood of interaction. (1) The miRNA is hsa-miR-548e-3p with sequence AAAAACUGAGACUACUUUUGCA. The protein sequence of the target gene is MRVKPQGLVVTSSAVCSSPDYLREPKYYPGGPPTPRPLLPTRPPASPPDKAFSTHTFSENPRPPPRRDPSSRRPPVLAKGDDLLPPRAARPVSQAHCPSPAPDNSSLRHWDNGRVNLRPVVQLIDIMKDLTRLSQDLQHSGVHLDCGGLRLSRPPAPPPGDLQYSFFSSPSLANSIRSPEERANPHTKSERPSHPLYEPEPEPRDSPQPGQGHGPGAAATATGLPPEPEPDGPDYSELADADILSELASLTCPEAQLLEAQALEPPSPQPEPQLLDPQPRFLDPQALEPLGEGLELPPLQ.... Result: 0 (no interaction). (2) The miRNA is hsa-miR-892a with sequence CACUGUGUCCUUUCUGCGUAG. The protein sequence of the target gene is MLLPTTIQPQTARKSQLPRGNSCLVGLHIASPQLLRVQPLVRTEPQSCFLSDLCQPPAQGFVQRPLPALQVVPAKRVPAPKAPDEQGSMLTPLSASDPLAVTSLSSSSAHPFISNLHTRHTEKLKKSLKVKTRSGRVSRPPKYKAKDYKFIKTEDLADGHLSDSDDYSELCVEEDEDQRERHALFDLSSCSLRPKSFKCQTCEKSYIGKGGLARHFKLNPGHGQLDPEMVLSEKASGSTLRGCTEERTLSLTSLGLSMPADPCEGGARSCLVTESARGGLQNGQSVDVEETLPSEPENGA.... Result: 0 (no interaction). (3) The miRNA is rno-miR-293-5p with sequence ACUCAAACUGUGUGACACUUU. The protein sequence of the target gene is MAPARCFSARLRTVFQGVGHWALSTWAGLKPSRLLPQRASPRLLSVGRADLAKHQELPGKKLLSEKKLKRYFVDYRRVLVCGGNGGAGASCFHSEPRKEFGGPDGGDGGNGGHVILRVDQQVKSLSSVLSRYQGFSGEDGGSKNCFGRSGAVLYIRVPVGTLVKEGGRVVADLSCVGDEYIAALGGAGGKGNRFFLANNNRAPVTCTPGQPGQQRVLHLELKTVAHAGMVGFPNAGKSSLLRAISNARPAVASYPFTTLKPHVGIVHYEGHLQIAVADIPGIIRGAHQNRGLGSAFLRHI.... Result: 0 (no interaction). (4) The miRNA is hsa-miR-219a-1-3p with sequence AGAGUUGAGUCUGGACGUCCCG. The protein sequence of the target gene is MFSQVPRTPASGCYYLNSMTPEGQEMYLRFDQTTRRSPYRMSRILARHQLVTKIQQEIEAKEACDWLRAAGFPQYAQLYEDSQFPINIVAVKNDHDFLEKDLVEPLCRRLNTLNKCASMKLDVNFQRKKGDDSDEEDLCISNKWTFQRTSRRWSRVDDLYTLLPRGDRNGSPGGTGMRNTTSSESVLTDLSEPEVCSIHSESSGGSDSRSQPGQCCTDNPVMLDAPLVSSSLPQPPRDVLNHPFHPKNEKPTRARAKSFLKRMETLRGKGAHGRHKGSGRTGGLVISGPMLQQEPESFKA.... Result: 1 (interaction). (5) The miRNA is mmu-miR-199b-3p with sequence ACAGUAGUCUGCACAUUGGUUA. The protein sequence of the target gene is MLTAAVLSCALLLALPATRGAQMGLAPMEGIRRPDQALLPELPGLGLRAPLKKTTAEQAEEDLLQEAQALAEVLDLQDREPRSSRRCVRLHESCLGQQVPCCDPCATCYCRFFNAFCYCRKLGTAMNPCSRT. Result: 0 (no interaction). (6) The miRNA is hsa-miR-524-3p with sequence GAAGGCGCUUCCCUUUGGAGU. The protein sequence of the target gene is MAAREELYSKVTPRRDRLQRPGTVKHGSALDVLLSMGFPRARAQKALASTGGRSVQAACDWLFSHVGDPFLDDPLPREYVLYLRPTGPLAQKLSDFWQQSKQICGKNKAHNIFPHITLCQFFMCEDSKVDALGEALQTTVSRWKCKFSAPLPLELYTSSNFIGLFVKEDSAEVLKKFAADFAAEAASKTEVHVEPHKKQLHVTLAYHFQASHLPTLEKLAQNIDVKLGCDWVATIFSRDIRFANHETLQVIYPYSPQNDDELELVPGDFIFMSPMEQTSTSEGWIYGTSLTTGCSGLLPE.... Result: 0 (no interaction).